From a dataset of Merck oncology drug combination screen with 23,052 pairs across 39 cell lines. Regression. Given two drug SMILES strings and cell line genomic features, predict the synergy score measuring deviation from expected non-interaction effect. (1) Drug 1: CS(=O)(=O)CCNCc1ccc(-c2ccc3ncnc(Nc4ccc(OCc5cccc(F)c5)c(Cl)c4)c3c2)o1. Drug 2: NC1(c2ccc(-c3nc4ccn5c(=O)[nH]nc5c4cc3-c3ccccc3)cc2)CCC1. Cell line: OV90. Synergy scores: synergy=15.3. (2) Drug 2: CC(C)CC(NC(=O)C(Cc1ccccc1)NC(=O)c1cnccn1)B(O)O. Synergy scores: synergy=11.4. Cell line: DLD1. Drug 1: O=S1(=O)NC2(CN1CC(F)(F)F)C1CCC2Cc2cc(C=CCN3CCC(C(F)(F)F)CC3)ccc2C1. (3) Drug 1: N#Cc1ccc(Cn2cncc2CN2CCN(c3cccc(Cl)c3)C(=O)C2)cc1. Drug 2: Cc1nc(Nc2ncc(C(=O)Nc3c(C)cccc3Cl)s2)cc(N2CCN(CCO)CC2)n1. Cell line: SKMES1. Synergy scores: synergy=33.6. (4) Drug 1: CCN(CC)CCNC(=O)c1c(C)[nH]c(C=C2C(=O)Nc3ccc(F)cc32)c1C. Drug 2: O=C(NOCC(O)CO)c1ccc(F)c(F)c1Nc1ccc(I)cc1F. Cell line: LNCAP. Synergy scores: synergy=-3.57. (5) Drug 1: Nc1ccn(C2OC(CO)C(O)C2(F)F)c(=O)n1. Drug 2: Cn1c(=O)n(-c2ccc(C(C)(C)C#N)cc2)c2c3cc(-c4cnc5ccccc5c4)ccc3ncc21. Cell line: MDAMB436. Synergy scores: synergy=22.1. (6) Drug 1: C#Cc1cccc(Nc2ncnc3cc(OCCOC)c(OCCOC)cc23)c1. Drug 2: O=C(NOCC(O)CO)c1ccc(F)c(F)c1Nc1ccc(I)cc1F. Cell line: SW620. Synergy scores: synergy=-10.4. (7) Drug 1: C=CCn1c(=O)c2cnc(Nc3ccc(N4CCN(C)CC4)cc3)nc2n1-c1cccc(C(C)(C)O)n1. Drug 2: CCc1c2c(nc3ccc(O)cc13)-c1cc3c(c(=O)n1C2)COC(=O)C3(O)CC. Cell line: NCIH520. Synergy scores: synergy=7.11. (8) Drug 1: CCc1c2c(nc3ccc(O)cc13)-c1cc3c(c(=O)n1C2)COC(=O)C3(O)CC. Drug 2: Cn1cc(-c2cnn3c(N)c(Br)c(C4CCCNC4)nc23)cn1. Cell line: UWB1289BRCA1. Synergy scores: synergy=-6.75.